This data is from Catalyst prediction with 721,799 reactions and 888 catalyst types from USPTO. The task is: Predict which catalyst facilitates the given reaction. (1) Reactant: Cl[C:2]1[C:3]2[CH:20]=[CH:19][N:18]([CH2:21][CH2:22][OH:23])[C:4]=2[N:5]=[C:6]([S:8]([C:11]2[CH:16]=[CH:15][C:14]([F:17])=[CH:13][CH:12]=2)(=[O:10])=[O:9])[N:7]=1.[CH3:24][C:25]1[NH:29][N:28]=[C:27]([NH2:30])[CH:26]=1.[I-].[Na+].CCN(C(C)C)C(C)C. Product: [F:17][C:14]1[CH:15]=[CH:16][C:11]([S:8]([C:6]2[N:7]=[C:2]([NH:30][C:27]3[CH:26]=[C:25]([CH3:24])[NH:29][N:28]=3)[C:3]3[CH:20]=[CH:19][N:18]([CH2:21][CH2:22][OH:23])[C:4]=3[N:5]=2)(=[O:10])=[O:9])=[CH:12][CH:13]=1. The catalyst class is: 3. (2) Reactant: [Br:1][C:2]1[CH:7]=[CH:6][C:5]([CH:8]([NH:12][C:13]([O:15][C:16]([CH3:19])([CH3:18])[CH3:17])=[O:14])[C:9]([OH:11])=[O:10])=[CH:4][CH:3]=1.C(=O)([O-])O.[K+].[CH2:25](Br)[C:26]1[CH:31]=[CH:30][CH:29]=[CH:28][CH:27]=1.O. Product: [CH2:25]([O:10][C:9](=[O:11])[CH:8]([C:5]1[CH:4]=[CH:3][C:2]([Br:1])=[CH:7][CH:6]=1)[NH:12][C:13]([O:15][C:16]([CH3:19])([CH3:18])[CH3:17])=[O:14])[C:26]1[CH:31]=[CH:30][CH:29]=[CH:28][CH:27]=1. The catalyst class is: 9. (3) Reactant: [C:1]([O:5][C:6](=[O:33])[N:7]([C:15]1[C:20]([C:21]2[O:22][C:23]([C:26]3[S:27][CH:28]=[CH:29][C:30]=3[CH3:31])=[N:24][N:25]=2)=[N:19][C:18](Br)=[CH:17][N:16]=1)C(OC(C)(C)C)=O)([CH3:4])([CH3:3])[CH3:2].CC1(C)C(C)(C)OB([C:42]2[CH:47]=[CH:46][C:45]([S:48]([CH:51]3[CH2:56][CH2:55][CH2:54][N:53]([C:57]([O:59][C:60]([CH3:63])([CH3:62])[CH3:61])=[O:58])[CH2:52]3)(=[O:50])=[O:49])=[CH:44][CH:43]=2)O1.O.C([O-])([O-])=O.[Na+].[Na+]. Product: [C:1]([O:5][C:6]([NH:7][C:15]1[N:16]=[CH:17][C:18]([C:42]2[CH:47]=[CH:46][C:45]([S:48]([CH:51]3[CH2:56][CH2:55][CH2:54][N:53]([C:57]([O:59][C:60]([CH3:63])([CH3:62])[CH3:61])=[O:58])[CH2:52]3)(=[O:50])=[O:49])=[CH:44][CH:43]=2)=[N:19][C:20]=1[C:21]1[O:22][C:23]([C:26]2[S:27][CH:28]=[CH:29][C:30]=2[CH3:31])=[N:24][N:25]=1)=[O:33])([CH3:4])([CH3:2])[CH3:3]. The catalyst class is: 23.